Dataset: Catalyst prediction with 721,799 reactions and 888 catalyst types from USPTO. Task: Predict which catalyst facilitates the given reaction. (1) Reactant: [Si]([O:8][CH2:9][CH2:10][N:11]([CH:41]([CH3:43])[CH3:42])[C:12]([C:14]1[C:19]([O:20][CH2:21][C:22]2[CH:27]=[CH:26][CH:25]=[CH:24][CH:23]=2)=[C:18]([OH:28])[N:17]=[C:16]([CH2:29][C:30]2([C:35]3[CH:40]=[CH:39][CH:38]=[CH:37][N:36]=3)[CH2:34][CH2:33][CH2:32][CH2:31]2)[N:15]=1)=[O:13])(C(C)(C)C)(C)C.Cl.C([O-])(O)=O.[Na+]. Product: [OH:8][CH2:9][CH2:10][N:11]([CH:41]([CH3:43])[CH3:42])[C:12]([C:14]1[C:19]([O:20][CH2:21][C:22]2[CH:27]=[CH:26][CH:25]=[CH:24][CH:23]=2)=[C:18]([OH:28])[N:17]=[C:16]([CH2:29][C:30]2([C:35]3[CH:40]=[CH:39][CH:38]=[CH:37][N:36]=3)[CH2:34][CH2:33][CH2:32][CH2:31]2)[N:15]=1)=[O:13]. The catalyst class is: 30. (2) Reactant: [N:1]([C:4]1[N:12]([CH2:13][C:14]2[CH:19]=[CH:18][C:17]([Cl:20])=[CH:16][CH:15]=2)[C:11]2[C:10](=[O:21])[N:9]([CH2:22][CH2:23][CH2:24][O:25][CH:26]3[CH2:31][CH2:30][CH2:29][CH2:28][O:27]3)[C:8](=[O:32])[N:7]([CH3:33])[C:6]=2[N:5]=1)=[N+]=[N-].[H][H]. Product: [NH2:1][C:4]1[N:12]([CH2:13][C:14]2[CH:15]=[CH:16][C:17]([Cl:20])=[CH:18][CH:19]=2)[C:11]2[C:10](=[O:21])[N:9]([CH2:22][CH2:23][CH2:24][O:25][CH:26]3[CH2:31][CH2:30][CH2:29][CH2:28][O:27]3)[C:8](=[O:32])[N:7]([CH3:33])[C:6]=2[N:5]=1. The catalyst class is: 123. (3) Reactant: CS(C)=O.C(N(CC(O)=O)CC(O)=O)CN(CC(O)=O)CC(O)=O.C([C@H](N)C(O)=O)CC(N[C@H](C(NCC(O)=O)=O)CS)=O.[CH3:45][CH2:46][CH2:47][CH2:48][CH2:49][C@H:50]([OH:69])/[CH:51]=[CH:52]/[C@@H:53]1[C@@H:57]([CH2:58]/[CH:59]=[CH:60]\[CH2:61][CH2:62][CH2:63][C:64]([OH:66])=[O:65])[C@H:56]2[O:67][O:68][C@@H:54]1[CH2:55]2. Product: [CH3:45][CH2:46][CH2:47][CH2:48][CH2:49][C@H:50]([OH:69])/[CH:51]=[CH:52]/[C@@H:53]1[C@@H:57]([CH2:58]/[CH:59]=[CH:60]\[CH2:61][CH2:62][CH2:63][C:64]([OH:66])=[O:65])[C:56](=[O:67])[CH2:55][C@H:54]1[OH:68]. The catalyst class is: 32. (4) Product: [CH3:25][N:26]1[CH:30]=[C:29]([C:2]2[CH:7]=[C:6]([O:8][C:9]3[N:10]=[CH:11][C:12]([NH:15][C:16](=[O:18])[CH3:17])=[N:13][CH:14]=3)[CH:5]=[CH:4][N:3]=2)[CH:28]=[N:27]1. Reactant: Cl[C:2]1[CH:7]=[C:6]([O:8][C:9]2[N:10]=[CH:11][C:12]([NH:15][C:16](=[O:18])[CH3:17])=[N:13][CH:14]=2)[CH:5]=[CH:4][N:3]=1.C([O-])([O-])=O.[K+].[K+].[CH3:25][N:26]1[CH:30]=[C:29](B2OC(C)(C)C(C)(C)O2)[CH:28]=[N:27]1. The catalyst class is: 70. (5) Reactant: Br[C:2]1[CH:7]=[CH:6][C:5]([F:8])=[CH:4][C:3]=1[F:9].[CH3:10][O:11][C:12](=[O:30])[C:13]1[CH:18]=[CH:17][C:16]([Cl:19])=[C:15]([C:20](=[O:29])[C:21]2[CH:26]=[CH:25][C:24]([NH2:27])=[CH:23][C:22]=2[Cl:28])[CH:14]=1.C1(P(C2C=CC=CC=2)(C2C3OC4C(=CC=CC=4P(C4C=CC=CC=4)(C4C=CC=CC=4)=O)C(C)(C)C=3C=CC=2)=O)C=CC=CC=1.C([O-])([O-])=O.[Cs+].[Cs+]. Product: [CH3:10][O:11][C:12](=[O:30])[C:13]1[CH:18]=[CH:17][C:16]([Cl:19])=[C:15]([C:20](=[O:29])[C:21]2[CH:26]=[CH:25][C:24]([NH:27][C:2]3[CH:7]=[CH:6][C:5]([F:8])=[CH:4][C:3]=3[F:9])=[CH:23][C:22]=2[Cl:28])[CH:14]=1. The catalyst class is: 222.